This data is from Full USPTO retrosynthesis dataset with 1.9M reactions from patents (1976-2016). The task is: Predict the reactants needed to synthesize the given product. Given the product [Br:5][C:6]1[CH:7]=[C:8]([C:9]2([OH:11])[CH2:2][CH2:1]2)[CH:13]=[CH:14][C:15]=1[O:16][CH3:17], predict the reactants needed to synthesize it. The reactants are: [CH2:1]([Mg]Br)[CH3:2].[Br:5][C:6]1[CH:7]=[C:8]([CH:13]=[CH:14][C:15]=1[O:16][CH3:17])[C:9]([O:11]C)=O.C(OCC)(=O)C.O.